From a dataset of Forward reaction prediction with 1.9M reactions from USPTO patents (1976-2016). Predict the product of the given reaction. (1) Given the reactants [Cl:1][C:2]1[CH:3]=[C:4]([C:14](OC)=[O:15])[C:5]2[O:9][C:8]([CH2:10][CH2:11][CH3:12])=[CH:7][C:6]=2[CH:13]=1, predict the reaction product. The product is: [Cl:1][C:2]1[CH:3]=[C:4]([CH2:14][OH:15])[C:5]2[O:9][C:8]([CH2:10][CH2:11][CH3:12])=[CH:7][C:6]=2[CH:13]=1. (2) Given the reactants [N+:1]([C:4]1[CH:24]=[CH:23][C:7]2[N:8]([C@@H:11]([C:17]3[CH:22]=[CH:21][CH:20]=[CH:19][CH:18]=3)[CH2:12][C:13]([O:15][CH3:16])=[O:14])[CH:9]=[N:10][C:6]=2[CH:5]=1)([O-])=O.N.S(S([O-])=O)([O-])=O.[Na+].[Na+], predict the reaction product. The product is: [NH2:1][C:4]1[CH:24]=[CH:23][C:7]2[N:8]([C@@H:11]([C:17]3[CH:18]=[CH:19][CH:20]=[CH:21][CH:22]=3)[CH2:12][C:13]([O:15][CH3:16])=[O:14])[CH:9]=[N:10][C:6]=2[CH:5]=1. (3) Given the reactants [C:1]([O:5][C:6](=[O:22])[NH:7][C:8]1[CH:13]=[C:12]([O:14][CH2:15][CH3:16])[C:11]([C:17]([F:20])([F:19])[F:18])=[CH:10][C:9]=1[NH2:21])([CH3:4])([CH3:3])[CH3:2].C([O:27][C:28](=O)[CH2:29][C:30]([C:32]1[CH:37]=[CH:36][CH:35]=[C:34]([C:38]2[CH:39]=[N:40][C:41]([CH2:44][CH3:45])=[CH:42][CH:43]=2)[CH:33]=1)=[O:31])(C)(C)C, predict the reaction product. The product is: [C:1]([O:5][C:6](=[O:22])[NH:7][C:8]1[CH:13]=[C:12]([O:14][CH2:15][CH3:16])[C:11]([C:17]([F:20])([F:19])[F:18])=[CH:10][C:9]=1[NH:21][C:28](=[O:27])[CH2:29][C:30]([C:32]1[CH:37]=[CH:36][CH:35]=[C:34]([C:38]2[CH:39]=[N:40][C:41]([CH2:44][CH3:45])=[CH:42][CH:43]=2)[CH:33]=1)=[O:31])([CH3:2])([CH3:3])[CH3:4]. (4) Given the reactants [NH:1]1[C:9]2[C:4](=[CH:5][CH:6]=[CH:7][CH:8]=2)[C:3]([C:10]([OH:12])=[O:11])=[N:2]1.[N+:13]([O-])([O-:15])=[O:14].[K+], predict the reaction product. The product is: [N+:13]([C:6]1[CH:5]=[C:4]2[C:9](=[CH:8][CH:7]=1)[NH:1][N:2]=[C:3]2[C:10]([OH:12])=[O:11])([O-:15])=[O:14]. (5) Given the reactants [CH2:1]([N:3]([CH:38]1[CH2:43][CH2:42][O:41][CH2:40][CH2:39]1)[C:4]1[C:5]([CH3:37])=[C:6]([CH:22]=[C:23]([C:25]2[CH:26]=[N:27][C:28]([N:31]3[CH2:36][CH2:35][NH:34][CH2:33][CH2:32]3)=[CH:29][CH:30]=2)[CH:24]=1)[C:7]([NH:9][CH2:10][C:11]1[C:12](=[O:21])[NH:13][C:14]([CH3:20])=[CH:15][C:16]=1[CH2:17][CH2:18][CH3:19])=[O:8])[CH3:2].[CH3:44][N:45]1[CH2:50][CH2:49][C:48](=O)[CH2:47][CH2:46]1.C(O)(=O)C.C(O[BH-](OC(=O)C)OC(=O)C)(=O)C.[Na+], predict the reaction product. The product is: [CH2:1]([N:3]([CH:38]1[CH2:43][CH2:42][O:41][CH2:40][CH2:39]1)[C:4]1[C:5]([CH3:37])=[C:6]([CH:22]=[C:23]([C:25]2[CH:26]=[N:27][C:28]([N:31]3[CH2:36][CH2:35][N:34]([CH:48]4[CH2:49][CH2:50][N:45]([CH3:44])[CH2:46][CH2:47]4)[CH2:33][CH2:32]3)=[CH:29][CH:30]=2)[CH:24]=1)[C:7]([NH:9][CH2:10][C:11]1[C:12](=[O:21])[NH:13][C:14]([CH3:20])=[CH:15][C:16]=1[CH2:17][CH2:18][CH3:19])=[O:8])[CH3:2]. (6) Given the reactants Cl[C:2]1[CH:7]=[C:6]([C:8]2[CH:13]=[CH:12][CH:11]=[C:10]([CH3:14])[C:9]=2[CH3:15])[N:5]=[C:4]([NH2:16])[N:3]=1.[CH3:17][N:18]1[CH2:23][CH2:22][N:21]([C:24]2[CH:29]=[CH:28][C:27]([CH2:30][NH2:31])=[CH:26][CH:25]=2)[CH2:20][CH2:19]1.CCN(C(C)C)C(C)C, predict the reaction product. The product is: [CH3:15][C:9]1[C:10]([CH3:14])=[CH:11][CH:12]=[CH:13][C:8]=1[C:6]1[N:5]=[C:4]([NH2:16])[N:3]=[C:2]([NH:31][CH2:30][C:27]2[CH:26]=[CH:25][C:24]([N:21]3[CH2:20][CH2:19][N:18]([CH3:17])[CH2:23][CH2:22]3)=[CH:29][CH:28]=2)[CH:7]=1.